From a dataset of Forward reaction prediction with 1.9M reactions from USPTO patents (1976-2016). Predict the product of the given reaction. (1) Given the reactants CC1(C)C(C)(C)OB([C:9]2[CH:10]=[C:11]3[CH:17]=[CH:16][NH:15][C:12]3=[N:13][CH:14]=2)O1.FC(F)(F)S(O[C:25]1[CH2:30][CH2:29][CH:28]([N:31]2[C@@H:35]([C:36]3[CH:41]=[CH:40][CH:39]=[CH:38][CH:37]=3)[C:34]([CH3:43])([CH3:42])[O:33][C:32]2=[O:44])[CH2:27][CH:26]=1)(=O)=O.C(=O)([O-])[O-].[Na+].[Na+].CO, predict the reaction product. The product is: [NH:15]1[C:12]2=[N:13][CH:14]=[C:9]([C:25]3[CH2:30][CH2:29][CH:28]([N:31]4[C@@H:35]([C:36]5[CH:37]=[CH:38][CH:39]=[CH:40][CH:41]=5)[C:34]([CH3:42])([CH3:43])[O:33][C:32]4=[O:44])[CH2:27][CH:26]=3)[CH:10]=[C:11]2[CH:17]=[CH:16]1. (2) Given the reactants C[O:2][C:3](=[O:24])[CH2:4][N:5]1[CH2:10][CH2:9][N:8]([C:11]2[CH:16]=[CH:15][C:14]([O:17][C:18]3[CH:23]=[CH:22][CH:21]=[CH:20][CH:19]=3)=[CH:13][CH:12]=2)[CH2:7][CH2:6]1.[OH-].[Na+:26], predict the reaction product. The product is: [Na+:26].[O:17]([C:14]1[CH:13]=[CH:12][C:11]([N:8]2[CH2:9][CH2:10][N:5]([CH2:4][C:3]([O-:24])=[O:2])[CH2:6][CH2:7]2)=[CH:16][CH:15]=1)[C:18]1[CH:19]=[CH:20][CH:21]=[CH:22][CH:23]=1. (3) Given the reactants [N-]=[N+]=[N-].[Na+].N(CC1CC2C=C(Cl)C=C(C3C=CSC=3)C=2O1)=[N+]=[N-].[N:24]([CH2:27][CH:28]1[CH2:32][C:31]2[CH:33]=[CH:34][CH:35]=[C:36]([C:37]3[CH:42]=[C:41]([C:43]([F:46])([F:45])[F:44])[CH:40]=[C:39]([C:47]([F:50])([F:49])[F:48])[CH:38]=3)[C:30]=2[O:29]1)=[N+]=[N-].[N-]=[N+]=[N-], predict the reaction product. The product is: [F:45][C:43]([F:44])([F:46])[C:41]1[CH:42]=[C:37]([C:36]2[C:30]3[O:29][CH:28]([CH2:27][NH2:24])[CH2:32][C:31]=3[CH:33]=[CH:34][CH:35]=2)[CH:38]=[C:39]([C:47]([F:48])([F:49])[F:50])[CH:40]=1. (4) Given the reactants [H-].[Al+3].[Li+].[H-].[H-].[H-].[CH3:7][O:8][C:9]1[C:10]2([C:30](OCC)=[O:31])[O:26][C:24]3=[C:25]4[C:11]52[C:16](=[CH:17][CH:18]=1)[CH:15]([CH2:19][C:20]4=[CH:21][CH:22]=[C:23]3[O:27][CH3:28])[N:14]([CH3:29])[CH2:13][CH2:12]5, predict the reaction product. The product is: [CH3:7][O:8][C:9]1[C:10]2([CH2:30][OH:31])[O:26][C:24]3=[C:25]4[C:11]52[C:16](=[CH:17][CH:18]=1)[CH:15]([CH2:19][C:20]4=[CH:21][CH:22]=[C:23]3[O:27][CH3:28])[N:14]([CH3:29])[CH2:13][CH2:12]5. (5) Given the reactants Br.[F:2][CH:3]([F:27])[O:4][C:5]1[C:6]([OH:26])=[C:7](/[CH:11]=[CH:12]/[C:13]2[N:14]=[C:15]3[N:19]([C:20]=2[C:21]([O:23][CH2:24][CH3:25])=[O:22])[CH:18]=[CH:17]S3)[CH:8]=[CH:9][CH:10]=1.[CH3:28][C:29](O)=O, predict the reaction product. The product is: [F:2][CH:3]([F:27])[O:4][C:5]1[C:6]([OH:26])=[C:7](/[CH:11]=[CH:12]/[C:13]2[N:14]=[C:15]3[CH:29]=[CH:28][CH:17]=[CH:18][N:19]3[C:20]=2[C:21]([O:23][CH2:24][CH3:25])=[O:22])[CH:8]=[CH:9][CH:10]=1. (6) Given the reactants C([O:3][C:4](=[O:37])[CH2:5][C@@H:6]([N:13]1[C:17]2=[N:18][C:19]([C:22]#[N:23])=[CH:20][CH:21]=[C:16]2[N:15]([CH2:24][C:25]2[C:33]3[C:28](=[CH:29][CH:30]=[CH:31][C:32]=3[CH3:34])[N:27]([CH3:35])[CH:26]=2)[C:14]1=[O:36])[C:7]1[CH:12]=[CH:11][CH:10]=[CH:9][CH:8]=1)C.O.[OH-].[Li+], predict the reaction product. The product is: [C:22]([C:19]1[N:18]=[C:17]2[N:13]([C@@H:6]([C:7]3[CH:8]=[CH:9][CH:10]=[CH:11][CH:12]=3)[CH2:5][C:4]([OH:37])=[O:3])[C:14](=[O:36])[N:15]([CH2:24][C:25]3[C:33]4[C:28](=[CH:29][CH:30]=[CH:31][C:32]=4[CH3:34])[N:27]([CH3:35])[CH:26]=3)[C:16]2=[CH:21][CH:20]=1)#[N:23]. (7) Given the reactants [CH3:1][C:2]([C:15]1[CH:16]=[C:17]2[C:22](=[CH:23][CH:24]=1)[C:21](=[O:25])[N:20](CC1C=CC(OC)=CC=1)[CH2:19][CH2:18]2)([CH3:14])[CH2:3][O:4][CH2:5][CH2:6][O:7]C1CCCCO1, predict the reaction product. The product is: [OH:7][CH2:6][CH2:5][O:4][CH2:3][C:2]([C:15]1[CH:16]=[C:17]2[C:22](=[CH:23][CH:24]=1)[C:21](=[O:25])[NH:20][CH2:19][CH2:18]2)([CH3:14])[CH3:1]. (8) Given the reactants [CH:1]1([CH2:4][C:5]2([C:11]([O:13][CH2:14][CH3:15])=[O:12])SCCCS2)[CH2:3][CH2:2]1.BrN1C(=[O:22])CCC1=O.C(Cl)Cl.CCCCCC.S([O-])([O-])=O.[Na+].[Na+], predict the reaction product. The product is: [CH:1]1([CH2:4][C:5](=[O:22])[C:11]([O:13][CH2:14][CH3:15])=[O:12])[CH2:3][CH2:2]1. (9) Given the reactants [O:1]1[CH2:6][CH2:5][N:4]([C:7]2[CH:12]=[CH:11][C:10]([C:13]3[N:22]=[C:21]([NH:23][CH2:24][CH:25]4[S:30](=[O:32])(=[O:31])[CH2:29][CH2:28][N:27](C(OC(C)(C)C)=O)[CH2:26]4)[C:20]4[C:15](=[N:16][CH:17]=[CH:18][N:19]=4)[CH:14]=3)=[CH:9][CH:8]=2)[CH2:3][CH2:2]1, predict the reaction product. The product is: [O:1]1[CH2:6][CH2:5][N:4]([C:7]2[CH:8]=[CH:9][C:10]([C:13]3[N:22]=[C:21]([NH:23][CH2:24][CH:25]4[S:30](=[O:32])(=[O:31])[CH2:29][CH2:28][NH:27][CH2:26]4)[C:20]4[C:15](=[N:16][CH:17]=[CH:18][N:19]=4)[CH:14]=3)=[CH:11][CH:12]=2)[CH2:3][CH2:2]1.